Dataset: Catalyst prediction with 721,799 reactions and 888 catalyst types from USPTO. Task: Predict which catalyst facilitates the given reaction. Reactant: [Cl:1][C:2]1[CH:3]=[C:4]([NH:9][C:10]([CH:12]2[CH2:17][CH2:16][N:15]([CH2:18][C@@H:19]3[CH2:24][CH2:23][CH2:22][N:21](C(OC(C)(C)C)=O)[CH2:20]3)[CH2:14][CH2:13]2)=[O:11])[CH:5]=[CH:6][C:7]=1[Cl:8].Cl. Product: [Cl:1][C:2]1[CH:3]=[C:4]([NH:9][C:10]([CH:12]2[CH2:13][CH2:14][N:15]([CH2:18][C@@H:19]3[CH2:24][CH2:23][CH2:22][NH:21][CH2:20]3)[CH2:16][CH2:17]2)=[O:11])[CH:5]=[CH:6][C:7]=1[Cl:8]. The catalyst class is: 71.